From a dataset of Full USPTO retrosynthesis dataset with 1.9M reactions from patents (1976-2016). Predict the reactants needed to synthesize the given product. (1) The reactants are: [C:1]([O:5][C:6](=[O:30])[CH2:7][CH2:8][N:9]([C:23]([O:25][C:26]([CH3:29])([CH3:28])[CH3:27])=[O:24])[CH2:10][C:11]([N:13]1[C:21]2[C:16](=[CH:17][C:18]([OH:22])=[CH:19][CH:20]=2)[CH2:15][CH2:14]1)=[O:12])([CH3:4])([CH3:3])[CH3:2].Cl[CH2:32][C:33]1[CH:38]=[CH:37][C:36]([CH2:39][CH:40]([CH3:42])[CH3:41])=[C:35]([O:43][C:44]([F:47])([F:46])[F:45])[CH:34]=1.C(=O)([O-])[O-].[K+].[K+]. Given the product [C:1]([O:5][C:6](=[O:30])[CH2:7][CH2:8][N:9]([C:23]([O:25][C:26]([CH3:29])([CH3:28])[CH3:27])=[O:24])[CH2:10][C:11]([N:13]1[C:21]2[C:16](=[CH:17][C:18]([O:22][CH2:32][C:33]3[CH:38]=[CH:37][C:36]([CH2:39][CH:40]([CH3:42])[CH3:41])=[C:35]([O:43][C:44]([F:45])([F:46])[F:47])[CH:34]=3)=[CH:19][CH:20]=2)[CH2:15][CH2:14]1)=[O:12])([CH3:4])([CH3:3])[CH3:2], predict the reactants needed to synthesize it. (2) Given the product [F:6][C:7]1[CH:12]=[C:11]([F:13])[CH:10]=[CH:9][C:8]=1[CH2:14][C:15]([O:17][CH3:18])=[O:16], predict the reactants needed to synthesize it. The reactants are: S(=O)(=O)(O)O.[F:6][C:7]1[CH:12]=[C:11]([F:13])[CH:10]=[CH:9][C:8]=1[CH2:14][C:15]([OH:17])=[O:16].[CH3:18]O. (3) Given the product [C:19]([O:18][C:17]1[C:16]2[C:11](=[CH:12][CH:13]=[CH:14][CH:15]=2)[C:10]([C:22]2[CH:27]=[CH:26][CH:25]=[CH:24][CH:23]=2)=[N:9][C:8]=1[C:6]([NH:5][CH2:4][C:3]([OH:28])=[O:2])=[O:7])(=[O:21])[CH3:20], predict the reactants needed to synthesize it. The reactants are: C[O:2][C:3](=[O:28])[CH2:4][NH:5][C:6]([C:8]1[N:9]=[C:10]([C:22]2[CH:27]=[CH:26][CH:25]=[CH:24][CH:23]=2)[C:11]2[C:16]([C:17]=1[O:18][C:19](=[O:21])[CH3:20])=[CH:15][CH:14]=[CH:13][CH:12]=2)=[O:7].Cl.C([O-])(O)=O.[Na+]. (4) Given the product [C:26]([N:29]1[CH2:33][CH2:32][N:31]([C:2]2[CH:7]=[C:6]([Cl:8])[CH:5]=[CH:4][C:3]=2[C:9]([N:11]2[CH2:16][CH2:15][N:14]([C:17]3[C:22]([CH3:23])=[CH:21][C:20]([CH3:24])=[C:19]([CH3:25])[N:18]=3)[CH2:13][CH2:12]2)=[O:10])[C:30]1=[O:34])(=[O:28])[CH3:27], predict the reactants needed to synthesize it. The reactants are: Br[C:2]1[CH:7]=[C:6]([Cl:8])[CH:5]=[CH:4][C:3]=1[C:9]([N:11]1[CH2:16][CH2:15][N:14]([C:17]2[C:22]([CH3:23])=[CH:21][C:20]([CH3:24])=[C:19]([CH3:25])[N:18]=2)[CH2:13][CH2:12]1)=[O:10].[C:26]([N:29]1[CH2:33][CH2:32][NH:31][C:30]1=[O:34])(=[O:28])[CH3:27]. (5) The reactants are: [H][H].[C:3]([O:11][CH3:12])(=[O:10])[CH2:4][CH2:5][C:6](OC)=O. Given the product [OH:10][CH2:3][CH2:4][CH2:5][CH2:12][O:11][CH:3]1[CH2:4][CH2:5][CH2:6][O:10]1, predict the reactants needed to synthesize it.